Dataset: Full USPTO retrosynthesis dataset with 1.9M reactions from patents (1976-2016). Task: Predict the reactants needed to synthesize the given product. (1) Given the product [Cl:17][C:18]1[CH:26]=[CH:25][C:21]([C:22]([NH:16][CH:14]([CH:11]2[CH2:12][CH2:13][CH:8]([C:6]3[CH:5]=[CH:4][N:3]=[C:2]([CH3:1])[CH:7]=3)[CH2:9][CH2:10]2)[CH3:15])=[O:23])=[CH:20][CH:19]=1, predict the reactants needed to synthesize it. The reactants are: [CH3:1][C:2]1[CH:7]=[C:6]([CH:8]2[CH2:13][CH2:12][CH:11]([CH:14]([NH2:16])[CH3:15])[CH2:10][CH2:9]2)[CH:5]=[CH:4][N:3]=1.[Cl:17][C:18]1[CH:26]=[CH:25][C:21]([C:22](O)=[O:23])=[CH:20][CH:19]=1.C1C=CC2N(O)N=NC=2C=1.C(Cl)CCl. (2) The reactants are: [Cl:1][C:2]1[C:3]([CH2:8][NH:9][C:10]([CH:12]2[CH2:17][CH2:16][N:15]([C:18]([O:20][CH2:21][C:22]3[CH:27]=[CH:26][CH:25]=[CH:24][CH:23]=3)=[O:19])[CH2:14][CH2:13]2)=O)=[N:4][CH:5]=[CH:6][N:7]=1.O=P(Cl)(Cl)Cl.C([O-])(O)=O.[Na+]. Given the product [Cl:1][C:2]1[C:3]2[N:4]([C:10]([CH:12]3[CH2:17][CH2:16][N:15]([C:18]([O:20][CH2:21][C:22]4[CH:27]=[CH:26][CH:25]=[CH:24][CH:23]=4)=[O:19])[CH2:14][CH2:13]3)=[N:9][CH:8]=2)[CH:5]=[CH:6][N:7]=1, predict the reactants needed to synthesize it. (3) Given the product [CH3:1][O:2][C:3](=[O:25])[CH2:4][CH2:5][CH2:6][O:7][C:8]1[CH:13]=[CH:12][C:11]([CH2:14][C:15]([OH:17])=[O:16])=[CH:10][CH:9]=1, predict the reactants needed to synthesize it. The reactants are: [CH3:1][O:2][C:3](=[O:25])[CH2:4][CH2:5][CH2:6][O:7][C:8]1[CH:13]=[CH:12][C:11]([CH2:14][C:15]([O:17]CC2C=CC=CC=2)=[O:16])=[CH:10][CH:9]=1. (4) Given the product [C:26]([C:25](=[N:19][NH:1][C:2]1[CH:9]=[CH:8][C:5]([C:6]#[N:7])=[CH:4][CH:3]=1)[C:24](=[O:29])[CH3:23])(=[O:28])[CH3:27], predict the reactants needed to synthesize it. The reactants are: [NH2:1][C:2]1[CH:9]=[CH:8][C:5]([C:6]#[N:7])=[CH:4][CH:3]=1.P(=O)(O)(O)O.[N+]([O-])(O)=O.[N:19]([O-])=O.[Na+].[CH3:23][C:24](=[O:29])[CH2:25][C:26](=[O:28])[CH3:27].C([O-])(=O)C.[K+].C([O-])([O-])=O.[Na+].[Na+]. (5) Given the product [ClH:36].[F:1][C:2]1[C:7]([CH3:8])=[CH:6][C:5]2[N:9]([CH:10]3[CH2:15][CH2:14][N:13]([C@H:16]4[CH2:21][CH2:20][C@H:19]([O:22][CH:23]([CH3:24])[CH3:25])[CH2:18][CH2:17]4)[CH2:12][CH2:11]3)[C:37](=[O:39])[NH:26][C:4]=2[CH:3]=1, predict the reactants needed to synthesize it. The reactants are: [F:1][C:2]1[CH:3]=[C:4]([NH2:26])[C:5]([NH:9][CH:10]2[CH2:15][CH2:14][N:13]([C@H:16]3[CH2:21][CH2:20][C@H:19]([O:22][CH:23]([CH3:25])[CH3:24])[CH2:18][CH2:17]3)[CH2:12][CH2:11]2)=[CH:6][C:7]=1[CH3:8].C(N(C(C)C)CC)(C)C.[Cl:36][C:37](Cl)([O:39]C(=O)OC(Cl)(Cl)Cl)Cl.C([O-])(O)=O.[Na+].